Task: Predict which catalyst facilitates the given reaction.. Dataset: Catalyst prediction with 721,799 reactions and 888 catalyst types from USPTO (1) Reactant: [CH3:1][O:2][C:3]1[CH:4]=[C:5]2[C:10](=[CH:11][C:12]=1[O:13][CH3:14])[CH2:9][NH:8][CH2:7][CH2:6]2.[C:15]([C:19]1[CH:35]=[CH:34][C:22]([O:23][C:24]2[C:25]([CH3:33])=[C:26]([CH:30]=[CH:31][CH:32]=2)[C:27](O)=[O:28])=[CH:21][CH:20]=1)([CH3:18])([CH3:17])[CH3:16].CCN(CC)CC.F[P-](F)(F)(F)(F)F.N1(O[P+](N(C)C)(N(C)C)N(C)C)C2C=CC=CC=2N=N1. Product: [C:15]([C:19]1[CH:35]=[CH:34][C:22]([O:23][C:24]2[C:25]([CH3:33])=[C:26]([C:27]([N:8]3[CH2:7][CH2:6][C:5]4[C:10](=[CH:11][C:12]([O:13][CH3:14])=[C:3]([O:2][CH3:1])[CH:4]=4)[CH2:9]3)=[O:28])[CH:30]=[CH:31][CH:32]=2)=[CH:21][CH:20]=1)([CH3:18])([CH3:16])[CH3:17]. The catalyst class is: 2. (2) Reactant: ClC(OCC)=O.[F:7][C:8]1[CH:36]=[CH:35][C:11]([C:12]([N:14]2[CH2:17][C:16]([CH2:21][O:22][C:23]3[CH:32]=[CH:31][C:30]4[C:25](=[CH:26][CH:27]=[C:28]([O:33][CH3:34])[CH:29]=4)[CH:24]=3)([C:18](O)=[O:19])[CH2:15]2)=[O:13])=[CH:10][CH:9]=1.[NH3:37]. Product: [F:7][C:8]1[CH:36]=[CH:35][C:11]([C:12]([N:14]2[CH2:17][C:16]([CH2:21][O:22][C:23]3[CH:32]=[CH:31][C:30]4[C:25](=[CH:26][CH:27]=[C:28]([O:33][CH3:34])[CH:29]=4)[CH:24]=3)([C:18]([NH2:37])=[O:19])[CH2:15]2)=[O:13])=[CH:10][CH:9]=1. The catalyst class is: 4. (3) Reactant: C[O:2][C:3]([C@@H:5]1[CH2:9][CH2:8][N:7]([C:10]([C:12]2[NH:13][C:14]3[C:19]([CH:20]=2)=[CH:18][C:17]([Cl:21])=[CH:16][C:15]=3[NH:22][CH:23]2[CH2:28][CH2:27][O:26][CH2:25][CH2:24]2)=[O:11])[CH2:6]1)=O.[BH4-].[Li+].CO.Cl. Product: [Cl:21][C:17]1[CH:18]=[C:19]2[C:14](=[C:15]([NH:22][CH:23]3[CH2:24][CH2:25][O:26][CH2:27][CH2:28]3)[CH:16]=1)[NH:13][C:12]([C:10]([N:7]1[CH2:8][CH2:9][C@@H:5]([CH2:3][OH:2])[CH2:6]1)=[O:11])=[CH:20]2. The catalyst class is: 1. (4) Reactant: [OH:1][CH2:2][CH2:3][C@H:4]1[CH2:15][CH2:14][C:13]2[S:12][C:11]3[N:10]=[CH:9][N:8]=[C:7]([O:16][CH:17]4[CH2:22][CH2:21][CH:20]([N:23]([CH3:32])[CH2:24][C:25]([N:27]5[CH2:31][CH2:30][CH2:29][CH2:28]5)=[O:26])[CH2:19][CH2:18]4)[C:6]=3[C:5]1=2.[CH3:33][S:34](Cl)(=[O:36])=[O:35].C(N(CC)CC)C. Product: [CH3:33][S:34]([O:1][CH2:2][CH2:3][C@H:4]1[CH2:15][CH2:14][C:13]2[S:12][C:11]3[N:10]=[CH:9][N:8]=[C:7]([O:16][CH:17]4[CH2:18][CH2:19][CH:20]([N:23]([CH3:32])[CH2:24][C:25](=[O:26])[N:27]5[CH2:28][CH2:29][CH2:30][CH2:31]5)[CH2:21][CH2:22]4)[C:6]=3[C:5]1=2)(=[O:36])=[O:35]. The catalyst class is: 3. (5) The catalyst class is: 8. Product: [ClH:26].[N:11]1([S:14]([C:17]2[CH:25]=[C:24]3[C:20]([CH:21]=[CH:22][NH:23]3)=[CH:19][CH:18]=2)(=[O:16])=[O:15])[CH2:12][CH2:13][NH:8][CH2:9][CH2:10]1. Reactant: C(OC([N:8]1[CH2:13][CH2:12][N:11]([S:14]([C:17]2[CH:25]=[C:24]3[C:20]([CH:21]=[CH:22][NH:23]3)=[CH:19][CH:18]=2)(=[O:16])=[O:15])[CH2:10][CH2:9]1)=O)(C)(C)C.[ClH:26].C(O)C.